From a dataset of Forward reaction prediction with 1.9M reactions from USPTO patents (1976-2016). Predict the product of the given reaction. (1) Given the reactants [OH:1][C:2]1[CH:3]=[CH:4][C:5]([CH3:8])=[N:6][CH:7]=1.C([O-])([O-])=O.[K+].[K+].Br[CH2:16][C:17](=[O:28])[C:18]([C:21]1[CH:26]=[CH:25][C:24]([Cl:27])=[CH:23][CH:22]=1)([CH3:20])[CH3:19], predict the reaction product. The product is: [Cl:27][C:24]1[CH:23]=[CH:22][C:21]([C:18]([CH3:20])([CH3:19])[C:17](=[O:28])[CH2:16][O:1][C:2]2[CH:7]=[N:6][C:5]([CH3:8])=[CH:4][CH:3]=2)=[CH:26][CH:25]=1. (2) Given the reactants [Cl:1][C:2]1[N:3]=[CH:4][NH:5][C:6]=1[Cl:7].[OH-].[K+].[Br:10][CH2:11][CH2:12][CH3:13].[K+].[Br-].BrCC[C:19]1[C:28]2[C:23](=[CH:24][CH:25]=[CH:26][CH:27]=2)[CH:22]=[CH:21][CH:20]=1.[C:29](#N)[CH3:30], predict the reaction product. The product is: [Br-:10].[CH2:11]([N+:3]1[C:2]([Cl:1])=[C:6]([Cl:7])[N:5]([C:27]2[C:28]3[C:23](=[CH:22][CH:21]=[CH:20][CH:19]=3)[CH:24]=[CH:25][C:26]=2[CH2:29][CH3:30])[CH:4]=1)[CH2:12][CH3:13].